Predict the reactants needed to synthesize the given product. From a dataset of Full USPTO retrosynthesis dataset with 1.9M reactions from patents (1976-2016). (1) Given the product [CH3:1][S:2](=[O:3])([CH:5]([C:7]1[CH:12]=[N:11][C:10]([C:13]([F:15])([F:16])[F:14])=[CH:9][CH:8]=1)[CH3:6])=[N:4][C:18](=[O:19])[O:20][CH3:21], predict the reactants needed to synthesize it. The reactants are: [CH3:1][S:2]([CH:5]([C:7]1[CH:8]=[CH:9][C:10]([C:13]([F:16])([F:15])[F:14])=[N:11][CH:12]=1)[CH3:6])(=[NH:4])=[O:3].Cl[C:18]([O:20][CH3:21])=[O:19]. (2) Given the product [Cl:1][C:2]1[CH:3]=[CH:4][C:5]([F:9])=[C:6]([CH:7]=1)[CH2:8][Br:10], predict the reactants needed to synthesize it. The reactants are: [Cl:1][C:2]1[CH:3]=[CH:4][C:5]([F:9])=[C:6]([CH3:8])[CH:7]=1.[Br:10]N1C(=O)CCC1=O.CCCCCCC.C1(=O)NC(=O)CC1. (3) Given the product [F:38][C:6]1[CH:7]=[CH:8][C:9]2[N:10]=[C:11]([C@@H:20]([NH:22][C:23]3[N:31]=[CH:30][N:29]=[C:28]4[C:24]=3[N:25]=[CH:26][N:27]4[CH:32]3[CH2:37][CH2:36][CH2:35][CH2:34][O:33]3)[CH3:21])[N:12]([C:14]3[CH:15]=[CH:16][CH:17]=[CH:18][CH:19]=3)[C:13]=2[C:5]=1[C:3]([OH:4])=[O:2], predict the reactants needed to synthesize it. The reactants are: C[O:2][C:3]([C:5]1[C:13]2[N:12]([C:14]3[CH:19]=[CH:18][CH:17]=[CH:16][CH:15]=3)[C:11]([C@@H:20]([NH:22][C:23]3[N:31]=[CH:30][N:29]=[C:28]4[C:24]=3[N:25]=[CH:26][N:27]4[CH:32]3[CH2:37][CH2:36][CH2:35][CH2:34][O:33]3)[CH3:21])=[N:10][C:9]=2[CH:8]=[CH:7][C:6]=1[F:38])=[O:4].O.[OH-].[Li+]. (4) Given the product [CH3:1][C:2]1[C:3]([N:9]2[CH2:14][CH2:13][N:12]([C:15]([C:17]3[CH:22]=[CH:21][C:20]([N:28]4[C@H:27]([CH:24]([CH3:26])[CH3:25])[CH2:31][O:30][C:29]4=[O:32])=[CH:19][CH:18]=3)=[O:16])[CH2:11][CH2:10]2)=[N:4][CH:5]=[C:6]([CH3:8])[CH:7]=1, predict the reactants needed to synthesize it. The reactants are: [CH3:1][C:2]1[C:3]([N:9]2[CH2:14][CH2:13][N:12]([C:15]([C:17]3[CH:22]=[CH:21][C:20](I)=[CH:19][CH:18]=3)=[O:16])[CH2:11][CH2:10]2)=[N:4][CH:5]=[C:6]([CH3:8])[CH:7]=1.[CH:24]([C@@H:27]1[CH2:31][O:30][C:29](=[O:32])[NH:28]1)([CH3:26])[CH3:25]. (5) Given the product [C:20]([CH:24]1[CH2:25][CH2:26][CH:27]([NH:30][C:2]2[N:7]3[N:8]=[C:9]([NH:11][C:12](=[O:19])[C:13]4[CH:18]=[CH:17][CH:16]=[N:15][CH:14]=4)[N:10]=[C:6]3[CH:5]=[CH:4][CH:3]=2)[CH2:28][CH2:29]1)([CH3:23])([CH3:21])[CH3:22], predict the reactants needed to synthesize it. The reactants are: Cl[C:2]1[N:7]2[N:8]=[C:9]([NH:11][C:12](=[O:19])[C:13]3[CH:18]=[CH:17][CH:16]=[N:15][CH:14]=3)[N:10]=[C:6]2[CH:5]=[CH:4][CH:3]=1.[C:20]([CH:24]1[CH2:29][CH2:28][CH:27]([NH2:30])[CH2:26][CH2:25]1)([CH3:23])([CH3:22])[CH3:21]. (6) Given the product [F:1][C:2]1[CH:3]=[CH:4][C:5]([N:8]2[C:16]3[C:11](=[CH:12][C:13]([O:17][C@H:18]([C:22]4[CH:27]=[CH:26][CH:25]=[C:24]([O:28][CH3:29])[CH:23]=4)[C@@H:19]([NH:21][C:35](=[O:36])[C:34](=[O:38])[NH:33][CH:30]([CH3:32])[CH3:31])[CH3:20])=[CH:14][CH:15]=3)[CH:10]=[N:9]2)=[CH:6][CH:7]=1, predict the reactants needed to synthesize it. The reactants are: [F:1][C:2]1[CH:7]=[CH:6][C:5]([N:8]2[C:16]3[C:11](=[CH:12][C:13]([O:17][C@H:18]([C:22]4[CH:27]=[CH:26][CH:25]=[C:24]([O:28][CH3:29])[CH:23]=4)[C@@H:19]([NH2:21])[CH3:20])=[CH:14][CH:15]=3)[CH:10]=[N:9]2)=[CH:4][CH:3]=1.[CH:30]([NH:33][C:34](=[O:38])[C:35](O)=[O:36])([CH3:32])[CH3:31]. (7) Given the product [CH2:22]([O:11][C:10]1[C:9]([O:12][CH3:13])=[CH:8][C:5]([CH:6]=[O:7])=[CH:4][C:3]=1[O:2][CH3:1])[CH:21]=[CH2:20], predict the reactants needed to synthesize it. The reactants are: [CH3:1][O:2][C:3]1[CH:4]=[C:5]([CH:8]=[C:9]([O:12][CH3:13])[C:10]=1[OH:11])[CH:6]=[O:7].C(=O)([O-])[O-].[Cs+].[Cs+].[CH2:20](Br)[CH:21]=[CH2:22]. (8) Given the product [CH3:50][C:47]([NH:46][C:8]([C:5]1[CH:4]=[C:3]([O:11][CH2:12][C:13]([F:16])([F:15])[F:14])[C:2]([Br:1])=[CH:7][N:6]=1)=[O:10])([C:48]#[N:49])[CH:51]1[CH2:53][CH2:52]1, predict the reactants needed to synthesize it. The reactants are: [Br:1][C:2]1[C:3]([O:11][CH2:12][C:13]([F:16])([F:15])[F:14])=[CH:4][C:5]([C:8]([OH:10])=O)=[N:6][CH:7]=1.CN(C(ON1N=NC2C=CC=CC1=2)=[N+](C)C)C.[B-](F)(F)(F)F.C(N(CC)CC)C.[NH2:46][C:47]([CH:51]1[CH2:53][CH2:52]1)([CH3:50])[C:48]#[N:49]. (9) The reactants are: Br[C:2]1[CH:7]=[CH:6][C:5]([C:8]2[O:9][C:10]([CH3:13])=[N:11][N:12]=2)=[CH:4][C:3]=1[CH3:14].[CH3:15][C:16]1[CH:29]=[CH:28][C:19]([C:20]([NH:22][C:23]2[S:24][CH:25]=[N:26][N:27]=2)=[O:21])=[CH:18][C:17]=1B1OC(C)(C)C(C)(C)O1. Given the product [S:24]1[CH:25]=[N:26][N:27]=[C:23]1[NH:22][C:20]([C:19]1[CH:18]=[C:17]([C:2]2[CH:7]=[CH:6][C:5]([C:8]3[O:9][C:10]([CH3:13])=[N:11][N:12]=3)=[CH:4][C:3]=2[CH3:14])[C:16]([CH3:15])=[CH:29][CH:28]=1)=[O:21], predict the reactants needed to synthesize it. (10) Given the product [Br:7][C:8]1[N:13]=[C:12]([C:1](=[O:4])[CH2:56][C:41]2[CH:40]=[C:39]([CH3:38])[C:47]3[C:43](=[CH:44][N:45]([CH2:48][O:49][CH2:50][CH2:51][Si:52]([CH3:55])([CH3:54])[CH3:53])[N:46]=3)[CH:42]=2)[CH:11]=[CH:10][CH:9]=1, predict the reactants needed to synthesize it. The reactants are: [C:1](=[O:4])([O-])[O-].[Cs+].[Cs+].[Br:7][C:8]1[N:13]=[C:12](C(P(=O)(OC2C=CC=CC=2)OC2C=CC=CC=2)NC2C=CC=CC=2)[CH:11]=[CH:10][CH:9]=1.[CH3:38][C:39]1[C:47]2[C:43](=[CH:44][N:45]([CH2:48][O:49][CH2:50][CH2:51][Si:52]([CH3:55])([CH3:54])[CH3:53])[N:46]=2)[CH:42]=[C:41]([CH:56]=O)[CH:40]=1.Cl.